Dataset: Forward reaction prediction with 1.9M reactions from USPTO patents (1976-2016). Task: Predict the product of the given reaction. (1) Given the reactants [CH3:1][N:2]([CH3:22])[C:3]([C:5]1[S:6][CH:7]=[C:8](/[CH:10]=[CH:11]/[C:12]2[S:16][C:15]([CH2:17][C:18]([O:20][CH3:21])=[O:19])=[CH:14][CH:13]=2)[N:9]=1)=[O:4].CN(C)C(C1SC=C(/C=C\C2SC(CC(OC)=O)=CC=2)N=1)=O, predict the reaction product. The product is: [CH3:22][N:2]([CH3:1])[C:3]([C:5]1[S:6][CH:7]=[C:8]([CH2:10][CH2:11][C:12]2[S:16][C:15]([CH2:17][C:18]([O:20][CH3:21])=[O:19])=[CH:14][CH:13]=2)[N:9]=1)=[O:4]. (2) Given the reactants [C:1]([NH2:5])(=[O:4])[CH:2]=[CH2:3].[CH2:6]1[C:14]2[C:9](=[CH:10][CH:11]=[CH:12][CH:13]=2)[CH:8]=[C:7]1N1CCCC1.O, predict the reaction product. The product is: [NH:5]1[C:1](=[O:4])[CH2:2][CH2:3][C:8]2[C:9]3[CH:10]=[CH:11][CH:12]=[CH:13][C:14]=3[CH2:6][C:7]1=2. (3) Given the reactants [CH3:1][C:2]1[C:3]([CH:24]=O)=[CH:4][N:5]([C:7]2[CH:12]=[CH:11][N:10]=[C:9]([NH:13][C:14]3[CH:15]=[C:16]4[C:20](=[CH:21][CH:22]=3)[N:19]([CH3:23])[N:18]=[CH:17]4)[N:8]=2)[CH:6]=1.Cl.[NH:27]1[CH2:30][CH:29]([OH:31])[CH2:28]1.C(N(CC)CC)C.[BH-](OC(C)=O)(OC(C)=O)OC(C)=O.[Na+], predict the reaction product. The product is: [CH3:1][C:2]1[C:3]([CH2:24][N:27]2[CH2:30][CH:29]([OH:31])[CH2:28]2)=[CH:4][N:5]([C:7]2[CH:12]=[CH:11][N:10]=[C:9]([NH:13][C:14]3[CH:15]=[C:16]4[C:20](=[CH:21][CH:22]=3)[N:19]([CH3:23])[N:18]=[CH:17]4)[N:8]=2)[CH:6]=1. (4) Given the reactants I.[C:2]1([C@H:8]2[C@@H:12]([C:13]3[CH:18]=[CH:17][CH:16]=[CH:15][CH:14]=3)[NH:11][C:10]([S:19][CH3:20])=[N:9]2)[CH:7]=[CH:6][CH:5]=[CH:4][CH:3]=1.C(N(CC)CC)C.Cl[C:29]([O:31][C:32]1[CH:37]=[CH:36][CH:35]=[CH:34][CH:33]=1)=[O:30], predict the reaction product. The product is: [C:32]1([O:31][C:29]([N:9]2[C@H:8]([C:2]3[CH:3]=[CH:4][CH:5]=[CH:6][CH:7]=3)[C@H:12]([C:13]3[CH:14]=[CH:15][CH:16]=[CH:17][CH:18]=3)[N:11]=[C:10]2[S:19][CH3:20])=[O:30])[CH:37]=[CH:36][CH:35]=[CH:34][CH:33]=1. (5) Given the reactants [CH3:1][C:2](=[O:8])[CH2:3][C:4](=[O:7])[CH2:5][CH3:6].[H-].[Na+].Br[CH2:12][C:13]1[CH:18]=[CH:17][C:16]([Cl:19])=[CH:15][CH:14]=1, predict the reaction product. The product is: [Cl:19][C:16]1[CH:17]=[CH:18][C:13]([CH2:12][CH:3]([C:4](=[O:7])[CH2:5][CH3:6])[C:2](=[O:8])[CH3:1])=[CH:14][CH:15]=1. (6) Given the reactants [K+].[Br:2][C:3]1[CH:8]=[CH:7][C:6]([CH:9]([C:19]2[CH:20]=[N:21][CH:22]=[CH:23][CH:24]=2)[O:10][CH:11]([CH2:15][CH:16]([CH3:18])[CH3:17])[C:12]([O-:14])=O)=[CH:5][CH:4]=1.Cl.[NH2:26][CH2:27][C:28]#[N:29], predict the reaction product. The product is: [Br:2][C:3]1[CH:4]=[CH:5][C:6]([CH:9]([C:19]2[CH:20]=[N:21][CH:22]=[CH:23][CH:24]=2)[O:10][CH:11]([CH2:15][CH:16]([CH3:18])[CH3:17])[C:12]([NH:29][CH2:28][C:27]#[N:26])=[O:14])=[CH:7][CH:8]=1. (7) Given the reactants [NH2:1][C:2]1[CH:3]=[C:4]([CH:8]=[CH:9][CH:10]=1)[C:5]([OH:7])=[O:6].[N:11]([O-])=O.[Na+].O.O.[Cl:17][Sn]Cl, predict the reaction product. The product is: [ClH:17].[NH:1]([C:2]1[CH:3]=[C:4]([CH:8]=[CH:9][CH:10]=1)[C:5]([OH:7])=[O:6])[NH2:11].